Task: Predict the reactants needed to synthesize the given product.. Dataset: Full USPTO retrosynthesis dataset with 1.9M reactions from patents (1976-2016) (1) Given the product [CH3:7][CH:6]([CH3:8])[CH2:5][C:4]([NH2:17])([C:9]([C:11]1[CH:12]=[N:13][CH:14]=[CH:15][CH:16]=1)=[O:10])[C:3]([OH:18])=[O:2], predict the reactants needed to synthesize it. The reactants are: C[O:2][C:3](=[O:18])[C:4]([NH2:17])([C:9]([C:11]1[CH:12]=[N:13][CH:14]=[CH:15][CH:16]=1)=[O:10])[CH2:5][CH:6]([CH3:8])[CH3:7].C1COCC1.[Li+].[OH-]. (2) The reactants are: [C:1]([CH2:4][CH2:5][C@H:6]([C:15]1[C:19]([CH:20]2[CH2:22][CH2:21]2)=[C:18]([CH:23]2[CH2:26][CH:25]([CH2:27][CH:28]([CH3:30])[CH3:29])[CH2:24]2)[O:17][N:16]=1)[CH2:7][C:8]([O:10][C:11]([CH3:14])([CH3:13])[CH3:12])=[O:9])(=O)[NH2:2].C1COCC1.CC[N+](S(N=C(OC)[O-])(=O)=O)(CC)CC. Given the product [C:1]([CH2:4][CH2:5][C@H:6]([C:15]1[C:19]([CH:20]2[CH2:21][CH2:22]2)=[C:18]([CH:23]2[CH2:24][CH:25]([CH2:27][CH:28]([CH3:30])[CH3:29])[CH2:26]2)[O:17][N:16]=1)[CH2:7][C:8]([O:10][C:11]([CH3:14])([CH3:13])[CH3:12])=[O:9])#[N:2], predict the reactants needed to synthesize it.